Dataset: Forward reaction prediction with 1.9M reactions from USPTO patents (1976-2016). Task: Predict the product of the given reaction. (1) Given the reactants [CH:1]([C:3]1[CH:4]=[C:5]([C:11]2[CH:16]=[CH:15][C:14]([C:17]#[N:18])=[CH:13]C=2)[CH:6]=[CH:7][C:8]=1[O:9][CH3:10])=[O:2].ClC1C=CC(C#N)=C[N:21]=1.C(O)(=O)C.C(C1C=CC(C2C=CC(C3NC4C=CC(C(N)=N)=CC=4N=3)=CC=2)=CC=1F)(=N)N.ONC(C1C=CC2NC(C3C(O)=C(C4C=CC(C(=N)NO)=CC=4)C=CC=3)=NC=2C=1)=N.C(O)(=O)C.C(C1C=CC(C2C=CC(OC)=C(C3NC4C=CC(C(N)=N)=CC=4N=3)C=2)=CC=1)(=N)N, predict the reaction product. The product is: [CH:1]([C:3]1[CH:4]=[C:5]([C:11]2[CH:16]=[CH:15][C:14]([C:17]#[N:18])=[CH:13][N:21]=2)[CH:6]=[CH:7][C:8]=1[O:9][CH3:10])=[O:2]. (2) Given the reactants Cl.[NH:2]1[CH2:5][CH:4]([OH:6])[CH2:3]1.F[C:8]1[CH:13]=[CH:12][CH:11]=[C:10]([N+:14]([O-:16])=[O:15])[CH:9]=1.C([O-])([O-])=O.[K+].[K+].O, predict the reaction product. The product is: [N+:14]([C:10]1[CH:9]=[C:8]([N:2]2[CH2:5][CH:4]([OH:6])[CH2:3]2)[CH:13]=[CH:12][CH:11]=1)([O-:16])=[O:15]. (3) Given the reactants FC(F)(F)S(O[C:7]1[CH:12]=[CH:11][C:10]([N:13]2[C:19](=[O:20])[C:18]3[C:21]([NH2:25])=[N:22][CH:23]=[N:24][C:17]=3[O:16][C@H:15]([CH3:26])[CH2:14]2)=[CH:9][CH:8]=1)(=O)=O.[Cl:29][C:30]1[CH:35]=[C:34]([CH2:36][S:37][CH3:38])[CH:33]=[CH:32][C:31]=1B1OC(C)(C)C(C)(C)O1.P([O-])([O-])([O-])=O.[K+].[K+].[K+].O, predict the reaction product. The product is: [NH2:25][C:21]1[C:18]2[C:19](=[O:20])[N:13]([C:10]3[CH:9]=[CH:8][C:7]([C:31]4[CH:32]=[CH:33][C:34]([CH2:36][S:37][CH3:38])=[CH:35][C:30]=4[Cl:29])=[CH:12][CH:11]=3)[CH2:14][C@@H:15]([CH3:26])[O:16][C:17]=2[N:24]=[CH:23][N:22]=1. (4) Given the reactants [NH2:1][C:2]1[CH:18]=[CH:17][C:5]([O:6][C:7]2[CH:15]=[C:14]([Br:16])[CH:13]=[CH:12][C:8]=2[C:9]([OH:11])=[O:10])=[CH:4][CH:3]=1.[C:19](Cl)(=[O:21])[CH3:20].C(N(CC)CC)C, predict the reaction product. The product is: [C:19]([NH:1][C:2]1[CH:18]=[CH:17][C:5]([O:6][C:7]2[CH:15]=[C:14]([Br:16])[CH:13]=[CH:12][C:8]=2[C:9]([OH:11])=[O:10])=[CH:4][CH:3]=1)(=[O:21])[CH3:20]. (5) Given the reactants [F:1][C:2]1[CH:7]=[CH:6][C:5]([CH2:8][CH:9]2[CH2:14][CH2:13][NH:12][CH2:11][CH2:10]2)=[CH:4][C:3]=1[N:15]1[CH2:20][CH2:19][N:18]([CH3:21])[CH2:17][CH2:16]1.Br[CH2:23][CH2:24][O:25][C:26]1[CH:35]=[CH:34][CH:33]=[C:32]2[C:27]=1[CH:28]=[CH:29][C:30]([C:36]([F:39])([F:38])[F:37])=[N:31]2, predict the reaction product. The product is: [F:1][C:2]1[CH:7]=[CH:6][C:5]([CH2:8][CH:9]2[CH2:10][CH2:11][N:12]([CH2:23][CH2:24][O:25][C:26]3[CH:35]=[CH:34][CH:33]=[C:32]4[C:27]=3[CH:28]=[CH:29][C:30]([C:36]([F:39])([F:37])[F:38])=[N:31]4)[CH2:13][CH2:14]2)=[CH:4][C:3]=1[N:15]1[CH2:20][CH2:19][N:18]([CH3:21])[CH2:17][CH2:16]1. (6) Given the reactants [CH3:1][O:2][C:3]1[CH:4]=[CH:5][C:6]2[CH:10]=[CH:9][S:8][C:7]=2[CH:11]=1.Br[C:13]1[CH:18]=[CH:17][C:16]([F:19])=[CH:15][CH:14]=1.CC(C)(C)C(O)=O.C(=O)([O-])[O-].[K+].[K+], predict the reaction product. The product is: [F:19][C:16]1[CH:17]=[CH:18][C:13]([C:9]2[S:8][C:7]3[CH:11]=[C:3]([O:2][CH3:1])[CH:4]=[CH:5][C:6]=3[CH:10]=2)=[CH:14][CH:15]=1. (7) Given the reactants [OH:1][CH:2]([C:4]1[CH:9]=[CH:8][C:7]([N:10]2[C:15](=[O:16])[C:14]([CH2:17][C:18]3[CH:23]=[CH:22][C:21]([C:24]4[CH:29]=[CH:28][CH:27]=[CH:26][C:25]=4[C:30]4[NH:34][C:33](=[O:35])[O:32][N:31]=4)=[CH:20][CH:19]=3)=[C:13]([CH2:36][CH2:37][CH3:38])[N:12]3[N:39]=[CH:40][N:41]=[C:11]23)=[CH:6][CH:5]=1)[CH3:3].[BH4-].[Na+], predict the reaction product. The product is: [C:2]([C:4]1[CH:9]=[CH:8][C:7]([N:10]2[C:15](=[O:16])[C:14]([CH2:17][C:18]3[CH:19]=[CH:20][C:21]([C:24]4[CH:29]=[CH:28][CH:27]=[CH:26][C:25]=4[C:30]4[NH:34][C:33](=[O:35])[O:32][N:31]=4)=[CH:22][CH:23]=3)=[C:13]([CH2:36][CH2:37][CH3:38])[N:12]3[N:39]=[CH:40][N:41]=[C:11]23)=[CH:6][CH:5]=1)(=[O:1])[CH3:3].